This data is from Full USPTO retrosynthesis dataset with 1.9M reactions from patents (1976-2016). The task is: Predict the reactants needed to synthesize the given product. Given the product [N:18]1([CH2:17][C@@H:12]2[CH2:13][CH2:14][CH2:15][CH2:16][C@H:11]2[NH2:10])[CH2:23][CH2:22][CH2:21][CH2:20][CH2:19]1, predict the reactants needed to synthesize it. The reactants are: C(OC(=O)[NH:10][C@@H:11]1[CH2:16][CH2:15][CH2:14][CH2:13][C@H:12]1[CH2:17][N:18]1[CH2:23][CH2:22][CH2:21][CH2:20][CH2:19]1)C1C=CC=CC=1.